From a dataset of Reaction yield outcomes from USPTO patents with 853,638 reactions. Predict the reaction yield, written as a fraction of the theoretical maximum amount of product (1.0 means a 100% yield; for example, 0.34 means a 34% yield). (1) The reactants are C[O:2][C:3](=[O:40])[C@@H:4]([N:12]([CH2:27][C:28]1[CH:33]=[CH:32][C:31]([C:34]2[CH:39]=[CH:38][CH:37]=[CH:36][N:35]=2)=[CH:30][CH:29]=1)[C:13](=[O:26])[CH:14]=[CH:15][C:16]1[CH:21]=[CH:20][C:19]([C:22]([F:25])([F:24])[F:23])=[CH:18][CH:17]=1)[CH2:5][C:6]1[CH:11]=[CH:10][CH:9]=[CH:8][CH:7]=1.[OH-].[Na+].O. The catalyst is CO. The product is [C:6]1([CH2:5][C@H:4]([N:12]([CH2:27][C:28]2[CH:29]=[CH:30][C:31]([C:34]3[CH:39]=[CH:38][CH:37]=[CH:36][N:35]=3)=[CH:32][CH:33]=2)[C:13](=[O:26])[CH:14]=[CH:15][C:16]2[CH:21]=[CH:20][C:19]([C:22]([F:25])([F:24])[F:23])=[CH:18][CH:17]=2)[C:3]([OH:40])=[O:2])[CH:11]=[CH:10][CH:9]=[CH:8][CH:7]=1. The yield is 1.00. (2) The reactants are [NH2:1][C:2]1[CH:10]=[CH:9][C:5]([C:6](O)=[O:7])=[CH:4][C:3]=1[O:11][CH3:12].C(=O)(O)[O-].[Na+].[CH3:18][N:19](C(ON1N=NC2C=CC=NC1=2)=[N+](C)C)C.F[P-](F)(F)(F)(F)F.Cl.CN. No catalyst specified. The product is [NH2:1][C:2]1[CH:10]=[CH:9][C:5]([C:6]([NH:19][CH3:18])=[O:7])=[CH:4][C:3]=1[O:11][CH3:12]. The yield is 0.630. (3) The reactants are C[O:2][C:3]1[CH:4]=[C:5]([C:11]2[CH:16]=[CH:15][CH:14]=[C:13]([C:17]([NH:19][C:20]3[CH:25]=[CH:24][CH:23]=[CH:22][C:21]=3[C:26]3[S:30][C:29]([CH2:31][C:32]([OH:34])=[O:33])=[CH:28][CH:27]=3)=[O:18])[CH:12]=2)[CH:6]=[C:7]([O:9]C)[CH:8]=1.B(Br)(Br)Br. No catalyst specified. The product is [OH:2][C:3]1[CH:4]=[C:5]([C:11]2[CH:16]=[CH:15][CH:14]=[C:13]([C:17]([NH:19][C:20]3[CH:25]=[CH:24][CH:23]=[CH:22][C:21]=3[C:26]3[S:30][C:29]([CH2:31][C:32]([OH:34])=[O:33])=[CH:28][CH:27]=3)=[O:18])[CH:12]=2)[CH:6]=[C:7]([OH:9])[CH:8]=1. The yield is 0.350. (4) The reactants are [C:1]([C:5]1[O:9][N:8]=[C:7]([NH:10][C:11]([NH:13][C:14]2[CH:19]=[CH:18][CH:17]=[C:16]([O:20][C:21]3[C:30]4[C:25](=[CH:26][C:27]([OH:33])=[C:28]([O:31][CH3:32])[CH:29]=4)[N:24]=[CH:23][N:22]=3)[CH:15]=2)=[O:12])[CH:6]=1)([CH3:4])([CH3:3])[CH3:2].O[C@@H:35]1[CH2:39][CH2:38][N:37]([C:40]([O:42][C:43]([CH3:46])([CH3:45])[CH3:44])=[O:41])[CH2:36]1.C1(P(C2C=CC=CC=2)C2C=CC=CC=2)C=CC=CC=1.CC(OC(/N=N/C(OC(C)C)=O)=O)C. The catalyst is O1CCCC1. The product is [C:1]([C:5]1[O:9][N:8]=[C:7]([NH:10][C:11](=[O:12])[NH:13][C:14]2[CH:15]=[C:16]([CH:17]=[CH:18][CH:19]=2)[O:20][C:21]2[C:30]3[C:25](=[CH:26][C:27]([O:33][C@H:39]4[CH2:35][CH2:36][N:37]([C:40]([O:42][C:43]([CH3:46])([CH3:45])[CH3:44])=[O:41])[CH2:38]4)=[C:28]([O:31][CH3:32])[CH:29]=3)[N:24]=[CH:23][N:22]=2)[CH:6]=1)([CH3:4])([CH3:2])[CH3:3]. The yield is 0.510. (5) The reactants are [CH3:1][C:2]1[C:3]2[CH:10]=[CH:9][CH:8]=[CH:7][C:4]=2[S:5][CH:6]=1.C1C(=O)N([Br:18])C(=O)C1.N(C(C)(C)C#N)=NC(C)(C)C#N. The catalyst is C(Cl)(Cl)(Cl)Cl. The product is [Br:18][CH2:1][C:2]1[C:3]2[CH:10]=[CH:9][CH:8]=[CH:7][C:4]=2[S:5][CH:6]=1. The yield is 0.420. (6) The reactants are Cl[C:2]1[N:10]=[CH:9][C:8]([F:11])=[CH:7][C:3]=1[C:4]([OH:6])=[O:5].C([O-])([O-])=O.[K+].[K+].CN(C=O)C.[S:23]1[CH2:28][CH2:27][CH:26]([NH2:29])[CH2:25][CH2:24]1. The catalyst is [Cu].[Cu]Br.C(OCC)(=O)C.CO. The product is [F:11][C:8]1[CH:9]=[N:10][C:2]([NH:29][CH:26]2[CH2:27][CH2:28][S:23][CH2:24][CH2:25]2)=[C:3]([CH:7]=1)[C:4]([OH:6])=[O:5]. The yield is 0.780. (7) The reactants are [Cl:1][C:2]1[CH:7]=[C:6]([Cl:8])[CH:5]=[CH:4][C:3]=1[CH:9]([N:11]1[C:15]([CH:16]=[CH:17][C:18]([O:20][CH2:21][CH3:22])=[O:19])=[CH:14][C:13]([O:23][CH:24]([CH3:26])[CH3:25])=[N:12]1)[CH3:10]. The catalyst is [Pt]=O.C(O)C. The product is [Cl:1][C:2]1[CH:7]=[C:6]([Cl:8])[CH:5]=[CH:4][C:3]=1[CH:9]([N:11]1[C:15]([CH2:16][CH2:17][C:18]([O:20][CH2:21][CH3:22])=[O:19])=[CH:14][C:13]([O:23][CH:24]([CH3:25])[CH3:26])=[N:12]1)[CH3:10]. The yield is 0.800. (8) The reactants are O1CC[O:3][CH:2]1[C:6]1[CH:7]=[C:8]([C:13]2[N:18]=[C:17]([CH3:19])[N:16]=[C:15]([N:20]([CH2:30][C:31]3[CH:36]=[CH:35][C:34]([O:37][CH3:38])=[CH:33][CH:32]=3)[CH2:21][C:22]3[CH:27]=[CH:26][C:25]([O:28][CH3:29])=[CH:24][CH:23]=3)[N:14]=2)[C:9](F)=[N:10][CH:11]=1.N#N.[CH3:41][O:42][C:43]1[N:48]=[CH:47][C:46]([NH2:49])=[CH:45][CH:44]=1.[Li+].C[Si]([N-][Si](C)(C)C)(C)C. The catalyst is C1C=CC=CC=1.C1COCC1.C(Cl)Cl. The product is [CH3:29][O:28][C:25]1[CH:24]=[CH:23][C:22]([CH2:21][N:20]([CH2:30][C:31]2[CH:36]=[CH:35][C:34]([O:37][CH3:38])=[CH:33][CH:32]=2)[C:15]2[N:16]=[C:17]([CH3:19])[N:18]=[C:13]([C:8]3[C:9]([NH:49][C:46]4[CH:47]=[N:48][C:43]([O:42][CH3:41])=[CH:44][CH:45]=4)=[N:10][CH:11]=[C:6]([CH:7]=3)[CH:2]=[O:3])[N:14]=2)=[CH:27][CH:26]=1. The yield is 0.610. (9) The reactants are [CH3:1][O:2][C:3]1[CH:4]=[C:5]([NH:9][C:10]2[CH:15]=[C:14]([N:16]([CH3:18])[CH3:17])[N:13]=[C:12]([N:19]3[CH2:24][CH2:23][NH:22][CH2:21][CH2:20]3)[N:11]=2)[CH:6]=[CH:7][CH:8]=1.[S:25]1[CH:29]=[CH:28][CH:27]=[C:26]1[C:30](Cl)=[O:31].C(N(CC)CC)C. The catalyst is C(Cl)Cl. The product is [CH3:1][O:2][C:3]1[CH:4]=[C:5]([NH:9][C:10]2[CH:15]=[C:14]([N:16]([CH3:18])[CH3:17])[N:13]=[C:12]([N:19]3[CH2:24][CH2:23][N:22]([C:30]([C:26]4[S:25][CH:29]=[CH:28][CH:27]=4)=[O:31])[CH2:21][CH2:20]3)[N:11]=2)[CH:6]=[CH:7][CH:8]=1. The yield is 0.800.